This data is from Reaction yield outcomes from USPTO patents with 853,638 reactions. The task is: Predict the reaction yield, written as a fraction of the theoretical maximum amount of product (1.0 means a 100% yield; for example, 0.34 means a 34% yield). The reactants are [CH2:1]([N:3]([CH2:21][CH3:22])[CH2:4][CH2:5][NH:6][C:7]([C:9]1[NH:10][C:11]2[C:16]([C:17](=O)[CH:18]=1)=[CH:15][C:14]([I:20])=[CH:13][CH:12]=2)=[O:8])[CH3:2].[Cl:23]C1C2C(=CC=C(I)C=2)N=CC=1C(NCCN(CC)CC)=O. No catalyst specified. The product is [Cl:23][C:17]1[C:16]2[C:11](=[CH:12][CH:13]=[C:14]([I:20])[CH:15]=2)[N:10]=[C:9]([C:7]([NH:6][CH2:5][CH2:4][N:3]([CH2:21][CH3:22])[CH2:1][CH3:2])=[O:8])[CH:18]=1. The yield is 0.910.